Dataset: Peptide-MHC class I binding affinity with 185,985 pairs from IEDB/IMGT. Task: Regression. Given a peptide amino acid sequence and an MHC pseudo amino acid sequence, predict their binding affinity value. This is MHC class I binding data. (1) The peptide sequence is FTFGDTALY. The MHC is HLA-A02:02 with pseudo-sequence HLA-A02:02. The binding affinity (normalized) is 0.318. (2) The MHC is HLA-A02:06 with pseudo-sequence HLA-A02:06. The peptide sequence is ERPIFPHPSKPTFLP. The binding affinity (normalized) is 0.0201. (3) The peptide sequence is KVFDKSLLY. The MHC is HLA-B27:05 with pseudo-sequence HLA-B27:05. The binding affinity (normalized) is 0.0847. (4) The peptide sequence is ETTQALQLF. The MHC is HLA-B18:01 with pseudo-sequence HLA-B18:01. The binding affinity (normalized) is 0.0847.